From a dataset of Peptide-MHC class I binding affinity with 185,985 pairs from IEDB/IMGT. Regression. Given a peptide amino acid sequence and an MHC pseudo amino acid sequence, predict their binding affinity value. This is MHC class I binding data. (1) The peptide sequence is VLEGFEGDL. The binding affinity (normalized) is 0.0847. The MHC is HLA-A02:12 with pseudo-sequence HLA-A02:12. (2) The peptide sequence is FIRYGDASL. The MHC is HLA-A11:01 with pseudo-sequence HLA-A11:01. The binding affinity (normalized) is 0.0847. (3) The peptide sequence is KSMREEYRK. The MHC is HLA-A33:01 with pseudo-sequence HLA-A33:01. The binding affinity (normalized) is 0.